Predict the product of the given reaction. From a dataset of Forward reaction prediction with 1.9M reactions from USPTO patents (1976-2016). (1) Given the reactants [CH3:1][Si:2]([CH3:15])([CH3:14])[C:3]#[C:4][C:5]1[CH:10]=[CH:9][CH:8]=[CH:7][C:6]=1[N+:11]([O-])=O, predict the reaction product. The product is: [CH3:14][Si:2]([CH3:1])([CH3:15])[CH2:3][CH2:4][C:5]1[CH:10]=[CH:9][CH:8]=[CH:7][C:6]=1[NH2:11]. (2) Given the reactants C(O[C:4]([C:6]1[CH:7]=[N:8][C:9]2[C:14]([C:15]=1Cl)=[N:13][C:12]([F:17])=[CH:11][CH:10]=2)=[O:5])C.[C:18]1([NH:24][NH2:25])[CH:23]=[CH:22][CH:21]=[CH:20][CH:19]=1, predict the reaction product. The product is: [F:17][C:12]1[CH:11]=[CH:10][C:9]2[NH:8][CH:7]=[C:6]3[C:4](=[O:5])[N:24]([C:18]4[CH:23]=[CH:22][CH:21]=[CH:20][CH:19]=4)[N:25]=[C:15]3[C:14]=2[N:13]=1. (3) Given the reactants Cl[C:2]1[CH:7]=[CH:6][C:5]2=[N:8][C:9]3[C:22]4[CH:21]=[CH:20][CH:19]=[CH:18][C:17]=4[N:16]([CH3:23])[C:15]4[C:10]=3[C:11]([CH:12]=[CH:13][CH:14]=4)=[C:4]2[CH:3]=1.[C:24](#[N:27])[CH:25]=[CH2:26], predict the reaction product. The product is: [CH3:23][N:16]1[C:15]2[C:10]3[C:11](=[C:4]4[C:5](=[N:8][C:9]=3[C:22]3[CH:21]=[CH:20][CH:19]=[CH:18][C:17]1=3)[CH:6]=[CH:7][C:2](/[CH:26]=[CH:25]/[C:24]#[N:27])=[CH:3]4)[CH:12]=[CH:13][CH:14]=2. (4) Given the reactants [OH-].[K+].[Br:3][C:4]1[CH:13]=[C:12]2[C:7]([C:8]([CH3:16])([CH3:15])[CH2:9][C:10](=[O:14])[NH:11]2)=[CH:6][C:5]=1[CH3:17].[CH2:18](I)C.O, predict the reaction product. The product is: [Br:3][C:4]1[CH:13]=[C:12]2[C:7]([C:8]([CH3:15])([CH3:16])[CH2:9][C:10](=[O:14])[N:11]2[CH3:18])=[CH:6][C:5]=1[CH3:17].